Dataset: Reaction yield outcomes from USPTO patents with 853,638 reactions. Task: Predict the reaction yield, written as a fraction of the theoretical maximum amount of product (1.0 means a 100% yield; for example, 0.34 means a 34% yield). (1) The reactants are [CH3:1][S:2](Cl)(=[O:4])=[O:3].[F:6][CH:7]([F:39])[C:8]1[N:12]([C:13]2[N:18]=[C:17]([N:19]3[CH2:24][CH2:23][NH:22][CH2:21][CH2:20]3)[N:16]=[C:15]([N:25]3[CH2:31][CH:30]4[O:32][CH:27]([CH2:28][CH2:29]4)[CH2:26]3)[N:14]=2)[C:11]2[CH:33]=[CH:34][CH:35]=[C:36]([O:37][CH3:38])[C:10]=2[N:9]=1.C([O-])([O-])=O.[K+].[K+].O. The catalyst is C(Cl)Cl. The product is [F:39][CH:7]([F:6])[C:8]1[N:12]([C:13]2[N:18]=[C:17]([N:19]3[CH2:24][CH2:23][N:22]([S:2]([CH3:1])(=[O:4])=[O:3])[CH2:21][CH2:20]3)[N:16]=[C:15]([N:25]3[CH2:31][CH:30]4[O:32][CH:27]([CH2:28][CH2:29]4)[CH2:26]3)[N:14]=2)[C:11]2[CH:33]=[CH:34][CH:35]=[C:36]([O:37][CH3:38])[C:10]=2[N:9]=1. The yield is 0.890. (2) The reactants are Cl[C:2]1[N:7]2[N:8]=[C:9]([C:18]3[CH:23]=[CH:22][CH:21]=[CH:20][C:19]=3[Cl:24])[C:10]([C:11]3[CH:16]=[CH:15][C:14]([Cl:17])=[CH:13][CH:12]=3)=[C:6]2[N:5]=[C:4]([CH3:25])[N:3]=1.C([Sn](CCCC)(CCCC)[C:31]([O:33][CH2:34][CH3:35])=[CH2:32])CCC. The catalyst is CN(C=O)C.C1C=CC([P]([Pd]([P](C2C=CC=CC=2)(C2C=CC=CC=2)C2C=CC=CC=2)([P](C2C=CC=CC=2)(C2C=CC=CC=2)C2C=CC=CC=2)[P](C2C=CC=CC=2)(C2C=CC=CC=2)C2C=CC=CC=2)(C2C=CC=CC=2)C2C=CC=CC=2)=CC=1. The product is [Cl:24][C:19]1[CH:20]=[CH:21][CH:22]=[CH:23][C:18]=1[C:9]1[C:10]([C:11]2[CH:16]=[CH:15][C:14]([Cl:17])=[CH:13][CH:12]=2)=[C:6]2[N:5]=[C:4]([CH3:25])[N:3]=[C:2]([C:31]([O:33][CH2:34][CH3:35])=[CH2:32])[N:7]2[N:8]=1. The yield is 0.490.